From a dataset of Forward reaction prediction with 1.9M reactions from USPTO patents (1976-2016). Predict the product of the given reaction. The product is: [I:12][C:9]1[CH:10]=[C:11]2[C:6](=[CH:7][CH:8]=1)[NH:5][C:3](=[O:4])[CH:2]=[CH:1]2. Given the reactants [CH2:1]1[C:11]2[C:6](=[CH:7][CH:8]=[CH:9][CH:10]=2)[NH:5][C:3](=[O:4])[CH2:2]1.[I:12]Cl, predict the reaction product.